Task: Binary Classification. Given a drug SMILES string, predict its activity (active/inactive) in a high-throughput screening assay against a specified biological target.. Dataset: Cav3 T-type calcium channel HTS with 100,875 compounds (1) The result is 0 (inactive). The molecule is n1(CCn2c(ncc2)CCCC)c(ncc1)CCCC. (2) The drug is O1CCN(C(=O)N2CCN(CC2)C(=O)N(c2ccccc2)c2ccccc2)CC1. The result is 0 (inactive). (3) The result is 0 (inactive). The molecule is s1c2c(CC(OC2)(CC)C)c2c1nc(SC)n(c2=O)Cc1ccccc1. (4) The drug is O=C(Nc1nc2c(c(c1)C)c(oc1c2cccc1)=O)C1CCCC1. The result is 0 (inactive). (5) The compound is S(c1n(nnn1)C1CCCCC1)CC(=O)NCCc1ccccc1. The result is 0 (inactive). (6) The drug is ClC(Cl)C(O)NC(=O)N(C)C. The result is 0 (inactive).